Dataset: Forward reaction prediction with 1.9M reactions from USPTO patents (1976-2016). Task: Predict the product of the given reaction. (1) Given the reactants [CH3:1][O:2][C:3]([NH:5][C@H:6]([C:20](O)=[O:21])[CH:7]([C:14]1[CH:19]=[CH:18][CH:17]=[CH:16][CH:15]=1)[C:8]1[CH:13]=[CH:12][CH:11]=[CH:10][CH:9]=1)=[O:4].CN1CCOCC1.Cl[C:31]([O:33][CH2:34][CH:35]([CH3:37])C)=[O:32].C(OC(=O)[NH:43][C@@H:44]([C:54]1[S:55][C:56]([C@@H:59]([NH2:64])[C:60]([F:63])([F:62])[F:61])=[CH:57][CH:58]=1)[CH2:45][O:46][Si:47]([C:50]([CH3:53])([CH3:52])[CH3:51])([CH3:49])[CH3:48])C=C.CCN(C(C)C)C(C)C.C(=O)(O)[O-].[Na+], predict the reaction product. The product is: [CH2:34]([O:33][C:31](=[O:32])[NH:43][C@@H:44]([C:54]1[S:55][C:56]([C@@H:59]([NH:64][C:20](=[O:21])[C@H:6]([CH:7]([C:14]2[CH:15]=[CH:16][CH:17]=[CH:18][CH:19]=2)[C:8]2[CH:9]=[CH:10][CH:11]=[CH:12][CH:13]=2)[NH:5][C:3]([O:2][CH3:1])=[O:4])[C:60]([F:62])([F:63])[F:61])=[CH:57][CH:58]=1)[CH2:45][O:46][Si:47]([C:50]([CH3:53])([CH3:51])[CH3:52])([CH3:49])[CH3:48])[CH:35]=[CH2:37]. (2) Given the reactants C(Cl)(=O)C(Cl)=O.CS(C)=O.[CH2:11]([NH:13][C:14]([C:16]1[N:17]2[C:21](=[CH:22][C:23](=[O:27])[C:24]=1[O:25][CH3:26])[CH2:20][CH2:19][CH:18]2[CH2:28][OH:29])=[O:15])[CH3:12].CCN(C(C)C)C(C)C, predict the reaction product. The product is: [CH2:11]([N:13]1[C:14](=[O:15])[C:16]2[N:17]3[C:21](=[CH:22][C:23](=[O:27])[C:24]=2[O:25][CH3:26])[CH2:20][CH2:19][CH:18]3[CH:28]1[OH:29])[CH3:12]. (3) Given the reactants [CH2:1]([N:3]1[C:7]2[N:8]=[C:9]([C:18]3[CH:23]=[CH:22][C:21]([NH:24][C:25]([NH:27][C:28]4[CH:36]=[CH:35][C:31]([C:32](O)=[O:33])=[CH:30][CH:29]=4)=[O:26])=[CH:20][CH:19]=3)[N:10]=[C:11]([N:12]3[CH2:17][CH2:16][O:15][CH2:14][CH2:13]3)[C:6]=2[N:5]=[N:4]1)[CH3:2].[CH3:37][N:38]1[CH2:43][CH2:42][NH:41][CH2:40][CH2:39]1.CCN(CC)CC.C1C=CC2N(O)N=NC=2C=1.CCN=C=NCCCN(C)C, predict the reaction product. The product is: [CH2:1]([N:3]1[C:7]2[N:8]=[C:9]([C:18]3[CH:23]=[CH:22][C:21]([NH:24][C:25]([NH:27][C:28]4[CH:29]=[CH:30][C:31]([C:32]([N:41]5[CH2:42][CH2:43][N:38]([CH3:37])[CH2:39][CH2:40]5)=[O:33])=[CH:35][CH:36]=4)=[O:26])=[CH:20][CH:19]=3)[N:10]=[C:11]([N:12]3[CH2:17][CH2:16][O:15][CH2:14][CH2:13]3)[C:6]=2[N:5]=[N:4]1)[CH3:2]. (4) Given the reactants [Cl:1][C:2]1[CH:7]=[C:6]([N+:8]([O-])=O)[CH:5]=[CH:4][C:3]=1[CH2:11][C:12]([O:14][CH3:15])=[O:13].[NH4+].[Cl-], predict the reaction product. The product is: [NH2:8][C:6]1[CH:5]=[CH:4][C:3]([CH2:11][C:12]([O:14][CH3:15])=[O:13])=[C:2]([Cl:1])[CH:7]=1. (5) The product is: [CH2:30]([N:20]1[C:21](=[O:29])[C:22]([CH3:28])([CH3:27])[C:23](=[O:26])[N:24]([CH3:25])[C:18]2[CH:17]=[C:16]([O:15][CH2:14][CH2:13][CH2:12][N:5]3[C:6]4[C:11](=[CH:10][CH:9]=[CH:8][CH:7]=4)[CH2:2][CH:3]([C:35]4[CH:36]=[CH:37][CH:38]=[CH:39][CH:40]=4)[C:4]3=[O:34])[CH:33]=[CH:32][C:19]1=2)[CH3:31]. Given the reactants Cl[C:2]1[C:11]2[C:6](=[CH:7][CH:8]=[CH:9][CH:10]=2)[N:5]([CH2:12][CH2:13][CH2:14][O:15][C:16]2[CH:33]=[CH:32][C:19]3[N:20]([CH2:30][CH3:31])[C:21](=[O:29])[C:22]([CH3:28])([CH3:27])[C:23](=[O:26])[N:24]([CH3:25])[C:18]=3[CH:17]=2)[C:4](=[O:34])[C:3]=1[C:35]1[CH:40]=[CH:39][CH:38]=[CH:37][CH:36]=1, predict the reaction product. (6) Given the reactants Br[C:2]1[CH:7]=[CH:6][N:5]=[C:4]2[N:8]([S:23]([C:26]3[CH:31]=[CH:30][CH:29]=[CH:28][CH:27]=3)(=[O:25])=[O:24])[C:9]([C:11]3[CH:12]=[N:13][C:14]([N:17]4[CH2:22][CH2:21][O:20][CH2:19][CH2:18]4)=[CH:15][CH:16]=3)=[CH:10][C:3]=12.Br[C:33]1[C:34]([C:40]2[CH:45]=[CH:44][C:43]([NH:46][C:47](=[O:51])[N:48]([CH3:50])[CH3:49])=[CH:42][CH:41]=2)=[N:35][N:36]([CH2:38][CH3:39])[CH:37]=1, predict the reaction product. The product is: [CH2:38]([N:36]1[CH:37]=[C:33]([C:2]2[CH:7]=[CH:6][N:5]=[C:4]3[N:8]([S:23]([C:26]4[CH:27]=[CH:28][CH:29]=[CH:30][CH:31]=4)(=[O:24])=[O:25])[C:9]([C:11]4[CH:12]=[N:13][C:14]([N:17]5[CH2:22][CH2:21][O:20][CH2:19][CH2:18]5)=[CH:15][CH:16]=4)=[CH:10][C:3]=23)[C:34]([C:40]2[CH:45]=[CH:44][C:43]([NH:46][C:47](=[O:51])[N:48]([CH3:50])[CH3:49])=[CH:42][CH:41]=2)=[N:35]1)[CH3:39].